From a dataset of Full USPTO retrosynthesis dataset with 1.9M reactions from patents (1976-2016). Predict the reactants needed to synthesize the given product. Given the product [F:17][C:18]1[CH:19]=[C:20]([C:25]2[C:28]([CH3:29])=[N:16][C:12]3[N:13]([N:14]=[CH:15][C:11]=3[C:5]3[CH:6]=[CH:7][C:8]([O:9][CH3:10])=[C:3]([O:2][CH3:1])[CH:4]=3)[C:26]=2[NH2:27])[CH:21]=[CH:22][C:23]=1[F:24], predict the reactants needed to synthesize it. The reactants are: [CH3:1][O:2][C:3]1[CH:4]=[C:5]([C:11]2[CH:15]=[N:14][NH:13][C:12]=2[NH2:16])[CH:6]=[CH:7][C:8]=1[O:9][CH3:10].[F:17][C:18]1[CH:19]=[C:20]([CH:25]([C:28](=O)[CH3:29])[C:26]#[N:27])[CH:21]=[CH:22][C:23]=1[F:24].